Predict which catalyst facilitates the given reaction. From a dataset of Catalyst prediction with 721,799 reactions and 888 catalyst types from USPTO. (1) Reactant: [O:1]=[C:2]1[C:6]2([CH2:11][CH2:10][N:9]([CH2:12][CH2:13][CH2:14][CH:15]3[C:23]4[C:18](=[CH:19][CH:20]=[CH:21][CH:22]=4)[NH:17][C:16]3=[O:24])[CH2:8][CH2:7]2)[N:5]([C:25]2[CH:30]=[CH:29][CH:28]=[CH:27][CH:26]=2)[CH2:4][N:3]1[CH2:31][C:32]1[CH:33]=[C:34]([CH:42]=[CH:43][CH:44]=1)[C:35]([O:37]C(C)(C)C)=[O:36].[ClH:45]. Product: [ClH:45].[O:1]=[C:2]1[C:6]2([CH2:7][CH2:8][N:9]([CH2:12][CH2:13][CH2:14][CH:15]3[C:23]4[C:18](=[CH:19][CH:20]=[CH:21][CH:22]=4)[NH:17][C:16]3=[O:24])[CH2:10][CH2:11]2)[N:5]([C:25]2[CH:26]=[CH:27][CH:28]=[CH:29][CH:30]=2)[CH2:4][N:3]1[CH2:31][C:32]1[CH:33]=[C:34]([CH:42]=[CH:43][CH:44]=1)[C:35]([OH:37])=[O:36]. The catalyst class is: 12. (2) Reactant: [CH3:1][O:2][C:3]1[CH:12]=[C:11]2[C:6]([C:7]([O:13][C:14]3[CH:15]=[CH:16][C:17]([NH:20][C:21]([C:23]4[C:24](=[O:50])[N:25]([C:44]5[CH:49]=[CH:48][CH:47]=[CH:46][CH:45]=5)[N:26]([CH2:29][C@H:30]([O:32][C:33](=[O:43])[CH2:34][NH:35]C(OC(C)(C)C)=O)[CH3:31])[C:27]=4[CH3:28])=[O:22])=[N:18][CH:19]=3)=[CH:8][CH:9]=[N:10]2)=[CH:5][CH:4]=1.[ClH:51]. Product: [ClH:51].[NH2:35][CH2:34][C:33]([O:32][C@H:30]([CH3:31])[CH2:29][N:26]1[C:27]([CH3:28])=[C:23]([C:21](=[O:22])[NH:20][C:17]2[CH:16]=[CH:15][C:14]([O:13][C:7]3[C:6]4[C:11](=[CH:12][C:3]([O:2][CH3:1])=[CH:4][CH:5]=4)[N:10]=[CH:9][CH:8]=3)=[CH:19][N:18]=2)[C:24](=[O:50])[N:25]1[C:44]1[CH:45]=[CH:46][CH:47]=[CH:48][CH:49]=1)=[O:43]. The catalyst class is: 25. (3) Reactant: [CH3:1][O:2][C:3]1[CH:8]=[CH:7][C:6]([NH:9][C:10]2[N:11]([CH2:24][CH2:25][CH2:26][N:27]3[CH2:32][CH2:31][CH2:30][CH2:29][CH2:28]3)[C:12]3[CH:17]=[C:16]([C:18]([O:20]CC)=[O:19])[N:15]=[CH:14][C:13]=3[N:23]=2)=[CH:5][CH:4]=1. Product: [CH3:1][O:2][C:3]1[CH:4]=[CH:5][C:6]([NH:9][C:10]2[N:11]([CH2:24][CH2:25][CH2:26][N:27]3[CH2:32][CH2:31][CH2:30][CH2:29][CH2:28]3)[C:12]3[CH:17]=[C:16]([C:18]([OH:20])=[O:19])[N:15]=[CH:14][C:13]=3[N:23]=2)=[CH:7][CH:8]=1. The catalyst class is: 33. (4) Reactant: C[Si](C)(C)CCOC[N:7]1[C:11]2[N:12]=[CH:13][N:14]=[C:15]([C:16]3[CH:17]=[N:18][N:19]([CH:21]4[CH2:26][CH2:25][CH2:24][CH:23]([CH2:27][C:28]#[N:29])[CH2:22]4)[CH:20]=3)[C:10]=2[CH:9]=[CH:8]1.[C:32]([OH:38])([C:34]([F:37])([F:36])[F:35])=[O:33].C(N)CN. Product: [F:35][C:34]([F:37])([F:36])[C:32]([OH:38])=[O:33].[N:12]1[C:11]2[NH:7][CH:8]=[CH:9][C:10]=2[C:15]([C:16]2[CH:17]=[N:18][N:19]([CH:21]3[CH2:26][CH2:25][CH2:24][CH:23]([CH2:27][C:28]#[N:29])[CH2:22]3)[CH:20]=2)=[N:14][CH:13]=1. The catalyst class is: 2. (5) Reactant: [F:1][C:2]([F:9])([F:8])[C:3]1[CH:7]=[CH:6][NH:5][N:4]=1.O[CH:11]1[CH2:16][CH2:15][N:14]([C:17]([O:19][C:20]([CH3:23])([CH3:22])[CH3:21])=[O:18])[CH2:13][CH2:12]1.C1(P(C2C=CC=CC=2)C2C=CC=CC=2)C=CC=CC=1.N(C(OC(C)C)=O)=NC(OC(C)C)=O. Product: [F:1][C:2]([F:9])([F:8])[C:3]1[CH:7]=[CH:6][N:5]([CH:11]2[CH2:16][CH2:15][N:14]([C:17]([O:19][C:20]([CH3:23])([CH3:22])[CH3:21])=[O:18])[CH2:13][CH2:12]2)[N:4]=1. The catalyst class is: 7. (6) Reactant: [F:1][C:2]1[CH:3]=[C:4]([C:8]2([CH3:23])[CH2:12][CH2:11][CH2:10][N:9]2[C:13]2[CH:18]=[CH:17][N:16]3[N:19]=[CH:20][C:21]([NH2:22])=[C:15]3[N:14]=2)[CH:5]=[CH:6][CH:7]=1.C1N=CN([C:29]([N:31]2[CH:35]=N[CH:33]=[CH:32]2)=[O:30])C=1.Cl.N1CC([OH:41])C1.CCN(C(C)C)C(C)C. Product: [F:1][C:2]1[CH:3]=[C:4]([C:8]2([CH3:23])[CH2:12][CH2:11][CH2:10][N:9]2[C:13]2[CH:18]=[CH:17][N:16]3[N:19]=[CH:20][C:21]([NH:22][C:29]([N:31]4[CH2:32][CH:33]([OH:41])[CH2:35]4)=[O:30])=[C:15]3[N:14]=2)[CH:5]=[CH:6][CH:7]=1. The catalyst class is: 2.